Dataset: CYP2D6 inhibition data for predicting drug metabolism from PubChem BioAssay. Task: Regression/Classification. Given a drug SMILES string, predict its absorption, distribution, metabolism, or excretion properties. Task type varies by dataset: regression for continuous measurements (e.g., permeability, clearance, half-life) or binary classification for categorical outcomes (e.g., BBB penetration, CYP inhibition). Dataset: cyp2d6_veith. The compound is O=C(CN1C(=O)c2ccccc2C1=O)NC1(C(=O)O)CCCC1. The result is 0 (non-inhibitor).